Dataset: Reaction yield outcomes from USPTO patents with 853,638 reactions. Task: Predict the reaction yield, written as a fraction of the theoretical maximum amount of product (1.0 means a 100% yield; for example, 0.34 means a 34% yield). (1) The catalyst is C(Cl)Cl. The reactants are [CH:1]1([C:7]2[C:8]3[CH:9]=[CH:10][C:11]([C:32]([O:34]C)=[O:33])=[CH:12][C:13]=3[N:14]3[CH2:21][C:20](=[O:22])[N:19]([CH2:23][CH2:24][N:25]([CH3:27])[CH3:26])[CH2:18][C:17]4[CH:28]=[CH:29][CH:30]=[CH:31][C:16]=4[C:15]=23)[CH2:6][CH2:5][CH2:4][CH2:3][CH2:2]1.B(Br)(Br)Br. The product is [CH:1]1([C:7]2[C:8]3[CH:9]=[CH:10][C:11]([C:32]([OH:34])=[O:33])=[CH:12][C:13]=3[N:14]3[CH2:21][C:20](=[O:22])[N:19]([CH2:23][CH2:24][N:25]([CH3:27])[CH3:26])[CH2:18][C:17]4[CH:28]=[CH:29][CH:30]=[CH:31][C:16]=4[C:15]=23)[CH2:6][CH2:5][CH2:4][CH2:3][CH2:2]1. The yield is 0.200. (2) The reactants are [CH3:1][C@H:2]1[CH2:7][NH:6][CH2:5][C@@H:4]([CH3:8])[NH:3]1.[C:9]([O:13][C:14](O[C:14]([O:13][C:9]([CH3:12])([CH3:11])[CH3:10])=[O:15])=[O:15])([CH3:12])([CH3:11])[CH3:10].C(N(C(C)C)CC)(C)C. The catalyst is CN(C)C1C=CN=CC=1.C(Cl)Cl. The product is [CH3:8][C@@H:4]1[NH:3][C@H:2]([CH3:1])[CH2:7][N:6]([C:14]([O:13][C:9]([CH3:12])([CH3:11])[CH3:10])=[O:15])[CH2:5]1. The yield is 0.770.